The task is: Predict the reactants needed to synthesize the given product.. This data is from Full USPTO retrosynthesis dataset with 1.9M reactions from patents (1976-2016). (1) Given the product [CH3:12][O:13][C:14]1[CH:15]=[C:16]2[C:21](=[CH:22][CH:23]=1)[CH:20]=[C:19]([C@H:24]([CH3:41])[C:25]([O:27][CH2:28][CH2:29][O:50][C:47]([NH:11][CH2:10][C@H:2]1[CH2:3][CH2:4][C@H:5]([C:7]([OH:9])=[O:8])[CH2:6][CH2:1]1)=[O:46])=[O:26])[CH:18]=[CH:17]2, predict the reactants needed to synthesize it. The reactants are: [CH2:1]1[CH2:6][C@H:5]([C:7]([OH:9])=[O:8])[CH2:4][CH2:3][C@H:2]1[CH2:10][NH2:11].[CH3:12][O:13][C:14]1[CH:15]=[C:16]2[C:21](=[CH:22][CH:23]=1)[CH:20]=[C:19]([C@H:24]([CH3:41])[C:25]([O:27][CH:28](OC(ON1C(=O)CCC1=O)=O)[CH3:29])=[O:26])[CH:18]=[CH:17]2.CC([O:46][CH3:47])(C)C.CC(C)=[O:50].O. (2) Given the product [F:50][C:51]1[C:52]([N:61]2[CH2:66][CH2:65][N:64]([C:8]([C:7]3[CH:11]=[C:12]([S:15]([CH3:18])(=[O:17])=[O:16])[CH:13]=[CH:14][C:6]=3[S:5][CH2:1][CH:2]([CH3:3])[CH3:4])=[O:10])[CH2:63][CH2:62]2)=[N:53][CH:54]=[C:55]([C:57]([F:58])([F:59])[F:60])[CH:56]=1, predict the reactants needed to synthesize it. The reactants are: [CH2:1]([S:5][C:6]1[CH:14]=[CH:13][C:12]([S:15]([CH3:18])(=[O:17])=[O:16])=[CH:11][C:7]=1[C:8]([OH:10])=O)[CH:2]([CH3:4])[CH3:3].CN(C(ON1N=NC2C=CC=CC1=2)=[N+](C)C)C.[B-](F)(F)(F)F.C(N(C(C)C)C(C)C)C.[F:50][C:51]1[C:52]([N:61]2[CH2:66][CH2:65][NH:64][CH2:63][CH2:62]2)=[N:53][CH:54]=[C:55]([C:57]([F:60])([F:59])[F:58])[CH:56]=1. (3) The reactants are: Br[C:2]1[CH:7]=[CH:6][CH:5]=[CH:4][C:3]=1[CH:8]([CH3:10])[CH3:9].[Li]CCCC.CN([CH:19]=[O:20])C. Given the product [CH:8]([C:3]1[CH:4]=[CH:5][CH:6]=[CH:7][C:2]=1[CH:19]=[O:20])([CH3:10])[CH3:9], predict the reactants needed to synthesize it. (4) Given the product [Br:1][C:2]1[CH:10]=[C:6]([C:7]2[O:8][C:12]3[CH:18]=[CH:17][CH:16]=[CH:15][C:13]=3[N:14]=2)[CH:5]=[N:4][CH:3]=1, predict the reactants needed to synthesize it. The reactants are: [Br:1][C:2]1[CH:3]=[N:4][CH:5]=[C:6]([CH:10]=1)[C:7](Cl)=[O:8].Br[C:12]1[CH:18]=[CH:17][CH:16]=[CH:15][C:13]=1[NH2:14].C([O-])([O-])=O.[Cs+].[Cs+].N1C2C(=CC=C3C=2N=CC=C3)C=CC=1. (5) Given the product [C:2]([O:6][C:7](=[O:8])/[CH:9]=[CH:39]/[C:38]1[CH:41]=[CH:42][C:43]([N+:44]([O-:46])=[O:45])=[C:36]([F:35])[CH:37]=1)([CH3:5])([CH3:4])[CH3:3], predict the reactants needed to synthesize it. The reactants are: [Cl-].[C:2]([O:6][C:7]([CH2:9][P+](C1C=CC=CC=1)(C1C=CC=CC=1)C1C=CC=CC=1)=[O:8])([CH3:5])([CH3:4])[CH3:3].CC(C)([O-])C.[K+].[F:35][C:36]1[CH:37]=[C:38]([CH:41]=[CH:42][C:43]=1[N+:44]([O-:46])=[O:45])[CH:39]=O. (6) Given the product [C:1]([O:5][C:6]([N:8]1[CH2:13][CH2:12][CH:11]([NH:18][CH2:15][CH:16]=[CH2:17])[CH2:10][CH2:9]1)=[O:7])([CH3:4])([CH3:3])[CH3:2], predict the reactants needed to synthesize it. The reactants are: [C:1]([O:5][C:6]([N:8]1[CH2:13][CH2:12][C:11](=O)[CH2:10][CH2:9]1)=[O:7])([CH3:4])([CH3:3])[CH3:2].[CH2:15]([NH2:18])[CH:16]=[CH2:17].C(O)(=O)C.C(O[BH-](OC(=O)C)OC(=O)C)(=O)C.[Na+]. (7) Given the product [C:24]1([C:30]([NH:31][S@:32]([C:34]([CH3:37])([CH3:36])[CH3:35])=[O:33])([C:38]2[CH:39]=[CH:40][CH:41]=[CH:42][CH:43]=2)[CH:7]([C:8]2[CH:9]=[N:10][CH:11]=[CH:12][CH:13]=2)[C:3]2[CH:2]=[N:1][CH:6]=[CH:5][CH:4]=2)[CH:25]=[CH:26][CH:27]=[CH:28][CH:29]=1, predict the reactants needed to synthesize it. The reactants are: [N:1]1[CH:6]=[CH:5][CH:4]=[C:3]([CH2:7][C:8]2[CH:9]=[N:10][CH:11]=[CH:12][CH:13]=2)[CH:2]=1.C[Si]([N-][Si](C)(C)C)(C)C.[Li+].[C:24]1([C:30]([C:38]2[CH:43]=[CH:42][CH:41]=[CH:40][CH:39]=2)=[N:31][S:32]([C:34]([CH3:37])([CH3:36])[CH3:35])=[O:33])[CH:29]=[CH:28][CH:27]=[CH:26][CH:25]=1.